Task: Predict the product of the given reaction.. Dataset: Forward reaction prediction with 1.9M reactions from USPTO patents (1976-2016) (1) Given the reactants C(NC1C=CC([O:11][C:12]2[CH:13]=[C:14]([CH:18]3[CH2:27][CH2:26][C:25]4[C:20](=[CH:21][CH:22]=[C:23]([O:28][C:29]5[N:34]=[CH:33][C:32]([NH:35][C:36](=[O:38])[CH3:37])=[CH:31][CH:30]=5)[CH:24]=4)[O:19]3)[CH:15]=[CH:16][CH:17]=2)=NC=1)(=O)C.NC1C=CC(OC2C=C3C(=CC=2)OC(C2C=C(O)C=CC=2)CC3)=NC=1.C(Cl)(C)=O, predict the reaction product. The product is: [OH:11][C:12]1[CH:13]=[C:14]([CH:18]2[CH2:27][CH2:26][C:25]3[C:20](=[CH:21][CH:22]=[C:23]([O:28][C:29]4[N:34]=[CH:33][C:32]([NH:35][C:36](=[O:38])[CH3:37])=[CH:31][CH:30]=4)[CH:24]=3)[O:19]2)[CH:15]=[CH:16][CH:17]=1. (2) Given the reactants [CH3:1][O:2][C:3]1[CH:11]=[C:10]2[C:6]([CH2:7][CH2:8][C:9]2=O)=[CH:5][C:4]=1[CH3:13].C[Si]([C:18]#[N:19])(C)C.[Cl-].[Al+3].[Cl-].[Cl-].[I-].[Na+].[CH3:26][Si](Cl)(C)C, predict the reaction product. The product is: [CH3:1][O:2][C:3]1[CH:11]=[C:10]2[C:6]([CH2:26][CH2:7][CH2:8][CH:9]2[C:18]#[N:19])=[CH:5][C:4]=1[CH3:13]. (3) Given the reactants [F:1][C:2]1[CH:7]=[C:6]([CH:8]=O)[CH:5]=[C:4]([F:10])[C:3]=1[C:11]1[CH:12]=[CH:13][CH:14]=[C:15]2[C:20]=1[CH:19]=[C:18]([C:21]([O:23][CH3:24])=[O:22])[CH:17]=[CH:16]2.Cl.[NH2:26][OH:27].C(N(CC)CC)C.CO, predict the reaction product. The product is: [F:1][C:2]1[CH:7]=[C:6]([CH:8]=[N:26][OH:27])[CH:5]=[C:4]([F:10])[C:3]=1[C:11]1[CH:12]=[CH:13][CH:14]=[C:15]2[C:20]=1[CH:19]=[C:18]([C:21]([O:23][CH3:24])=[O:22])[CH:17]=[CH:16]2. (4) Given the reactants Br[CH2:2][C:3]1[N:4]([CH3:28])[C:5]2[C:10]([N:11]=1)=[C:9]([N:12]1[CH2:17][CH2:16][O:15][CH2:14][CH2:13]1)[N:8]=[C:7]([N:18]1[C:22]3[CH:23]=[CH:24][CH:25]=[CH:26][C:21]=3[N:20]=[C:19]1[CH3:27])[N:6]=2.[CH3:29][NH:30][CH:31]1[CH2:36][CH2:35][N:34]([CH3:37])[CH2:33][CH2:32]1, predict the reaction product. The product is: [CH3:29][N:30]([CH2:2][C:3]1[N:4]([CH3:28])[C:5]2[C:10]([N:11]=1)=[C:9]([N:12]1[CH2:17][CH2:16][O:15][CH2:14][CH2:13]1)[N:8]=[C:7]([N:18]1[C:22]3[CH:23]=[CH:24][CH:25]=[CH:26][C:21]=3[N:20]=[C:19]1[CH3:27])[N:6]=2)[CH:31]1[CH2:36][CH2:35][N:34]([CH3:37])[CH2:33][CH2:32]1. (5) Given the reactants [Cl:1][C:2]1[N:7]=[C:6]([Cl:8])[C:5]([CH:9]=[O:10])=[CH:4][N:3]=1.[CH3:11][Mg]Br, predict the reaction product. The product is: [Cl:1][C:2]1[N:7]=[C:6]([Cl:8])[C:5]([CH:9]([OH:10])[CH3:11])=[CH:4][N:3]=1. (6) Given the reactants [CH3:1][O-:2].[Na+].[Cl:4][C:5]1[CH:10]=[C:9]([O:11][CH3:12])[CH:8]=[CH:7][C:6]=1[C:13]1[C:14]2[N:15]([C:19]([N:26]([CH2:30][CH:31]3[CH2:33][CH2:32]3)[CH2:27][CH2:28][CH3:29])=[C:20](S(C)(=O)=O)[N:21]=2)[CH:16]=[CH:17][N:18]=1, predict the reaction product. The product is: [Cl:4][C:5]1[CH:10]=[C:9]([O:11][CH3:12])[CH:8]=[CH:7][C:6]=1[C:13]1[C:14]2[N:15]([C:19]([N:26]([CH2:30][CH:31]3[CH2:33][CH2:32]3)[CH2:27][CH2:28][CH3:29])=[C:20]([O:2][CH3:1])[N:21]=2)[CH:16]=[CH:17][N:18]=1. (7) Given the reactants [CH3:1][C:2]1[CH:7]=[CH:6][CH:5]=[C:4]([CH3:8])[C:3]=1[C:9]1[CH:10]=[C:11]2[C:17]([C:18](=[O:24])[CH:19]([CH2:22][CH3:23])[CH2:20][CH3:21])=[CH:16][NH:15][C:12]2=[CH:13][N:14]=1.[Cl:25][C:26]1[N:31]=[C:30](Cl)[CH:29]=[C:28]([CH2:33][CH3:34])[N:27]=1.C([O-])([O-])=O.[Cs+].[Cs+].CN(C=O)C, predict the reaction product. The product is: [Cl:25][C:26]1[N:31]=[C:30]([N:15]2[C:12]3=[CH:13][N:14]=[C:9]([C:3]4[C:2]([CH3:1])=[CH:7][CH:6]=[CH:5][C:4]=4[CH3:8])[CH:10]=[C:11]3[C:17]([C:18](=[O:24])[CH:19]([CH2:22][CH3:23])[CH2:20][CH3:21])=[CH:16]2)[CH:29]=[C:28]([CH2:33][CH3:34])[N:27]=1.